From a dataset of Forward reaction prediction with 1.9M reactions from USPTO patents (1976-2016). Predict the product of the given reaction. (1) Given the reactants C([O:8][C:9]1[CH:10]=[CH:11][CH:12]=[C:13]2[C:17]=1[N:16]([S:18]([C:21]1[CH:26]=[CH:25][CH:24]=[CH:23][CH:22]=1)(=[O:20])=[O:19])[CH:15]=[C:14]2[C:27]([OH:29])=[O:28])C1C=CC=CC=1.CC1C=C(C)C(C)=C(C)C=1C.CCOCC, predict the reaction product. The product is: [OH:8][C:9]1[CH:10]=[CH:11][CH:12]=[C:13]2[C:17]=1[N:16]([S:18]([C:21]1[CH:26]=[CH:25][CH:24]=[CH:23][CH:22]=1)(=[O:20])=[O:19])[CH:15]=[C:14]2[C:27]([OH:29])=[O:28]. (2) Given the reactants [CH2:1]([O:3][C:4]([C:6]1[N:7]=[C:8]([C:25]2[CH:30]=[CH:29][C:28]([C:31]([F:34])([F:33])[F:32])=[CH:27][CH:26]=2)[O:9][C:10]=1[C:11]1[CH:16]=[CH:15][C:14](OS(C(F)(F)F)(=O)=O)=[CH:13][CH:12]=1)=[O:5])[CH3:2].[B:35]1([B:35]2[O:39][C:38]([CH3:41])([CH3:40])[C:37]([CH3:43])([CH3:42])[O:36]2)[O:39][C:38]([CH3:41])([CH3:40])[C:37]([CH3:43])([CH3:42])[O:36]1.C([O-])(=O)C.[K+], predict the reaction product. The product is: [CH2:1]([O:3][C:4]([C:6]1[N:7]=[C:8]([C:25]2[CH:30]=[CH:29][C:28]([C:31]([F:32])([F:34])[F:33])=[CH:27][CH:26]=2)[O:9][C:10]=1[C:11]1[CH:12]=[CH:13][C:14]([B:35]2[O:39][C:38]([CH3:41])([CH3:40])[C:37]([CH3:43])([CH3:42])[O:36]2)=[CH:15][CH:16]=1)=[O:5])[CH3:2].